The task is: Binary Classification. Given a drug SMILES string, predict its activity (active/inactive) in a high-throughput screening assay against a specified biological target.. This data is from HIV replication inhibition screening data with 41,000+ compounds from the AIDS Antiviral Screen. (1) The drug is CC(C)S(=O)(=O)n1c(=N)[nH]c2ccc(C(=NO)c3ccccc3)cc21. The result is 1 (active). (2) The molecule is CCc1oc2ccccc2c1C(=O)c1cc(Br)c(O)c(Br)c1. The result is 0 (inactive). (3) The drug is C=CC(C)(C)c1cccc2[nH]c3c(c12)CC1CCC2(O)C4=CC(=O)C5OC4(CCC2(C)C31C)OC5(C)C. The result is 0 (inactive). (4) The molecule is O=C1N=C(Nc2ccccc2)NC(C(F)(F)F)(C(F)(F)F)N1. The result is 0 (inactive). (5) The drug is CCCCNC(=O)NC=C1C(=O)Oc2ccccc2C1=O. The result is 0 (inactive). (6) The result is 0 (inactive). The compound is COc1cc(N=Nc2ccccc2)cc(C=NNC(=O)c2cccnc2)c1O. (7) The molecule is O=c1sc(-c2nc3ccccc3[nH]2)c(N=Cc2ccccc2)n1-c1ccccc1. The result is 0 (inactive).